Task: Predict the reactants needed to synthesize the given product.. Dataset: Full USPTO retrosynthesis dataset with 1.9M reactions from patents (1976-2016) (1) Given the product [N:1]1[C:9]([N:10]2[CH2:11][CH2:12][CH:13]([CH:16]=[C:20]([C:18]#[N:19])[C:21]([NH:23][CH3:25])=[O:22])[CH2:14][CH2:15]2)=[C:8]2[C:4]([NH:5][CH:6]=[N:7]2)=[N:3][CH:2]=1, predict the reactants needed to synthesize it. The reactants are: [N:1]1[C:9]([N:10]2[CH2:15][CH2:14][CH:13]([CH:16]=O)[CH2:12][CH2:11]2)=[C:8]2[C:4]([NH:5][CH:6]=[N:7]2)=[N:3][CH:2]=1.[C:18]([CH:20](C)[C:21]([NH2:23])=[O:22])#[N:19].[CH:25]1C=CC(P(C2C=CC=CC=2)C2C=CC=CC=2)=CC=1. (2) Given the product [C:11]1([C:17](=[N:24][CH2:25][C:26]([CH3:37])([C:31]2[CH:36]=[CH:35][CH:34]=[CH:33][CH:32]=2)[C:27]([O:29][CH3:30])=[O:28])[C:18]2[CH:23]=[CH:22][CH:21]=[CH:20][CH:19]=2)[CH:12]=[CH:13][CH:14]=[CH:15][CH:16]=1, predict the reactants needed to synthesize it. The reactants are: [Li+].C[Si]([N-][Si](C)(C)C)(C)C.[C:11]1([C:17](=[N:24][CH2:25][CH:26]([C:31]2[CH:36]=[CH:35][CH:34]=[CH:33][CH:32]=2)[C:27]([O:29][CH3:30])=[O:28])[C:18]2[CH:23]=[CH:22][CH:21]=[CH:20][CH:19]=2)[CH:16]=[CH:15][CH:14]=[CH:13][CH:12]=1.[CH3:37]I. (3) Given the product [F:1][CH2:2][CH2:3][NH:4][C:12]1[CH:17]=[CH:16][C:15]([C:18]2[O:19][C:20]3[CH:26]=[C:25]([O:27][CH3:28])[CH:24]=[CH:23][C:21]=3[N:22]=2)=[CH:14][N:13]=1, predict the reactants needed to synthesize it. The reactants are: [F:1][CH2:2][CH2:3][N:4]([C:12]1[CH:17]=[CH:16][C:15]([C:18]2[O:19][C:20]3[CH:26]=[C:25]([O:27][CH3:28])[CH:24]=[CH:23][C:21]=3[N:22]=2)=[CH:14][N:13]=1)C(=O)OC(C)(C)C.FC(F)(F)C(O)=O.O.[OH-].[Na+]. (4) Given the product [Cl:17][C:4]1[S:3][C:2]([NH:1][C:24](=[O:30])[N:49]([CH2:48][CH2:47][CH:46]([C:58]2[CH:63]=[CH:62][CH:61]=[CH:60][CH:59]=2)[C:40]2[CH:41]=[CH:42][CH:43]=[CH:44][CH:45]=2)[CH2:50][CH2:51][CH:52]2[CH2:57][CH2:56][O:55][CH2:54][CH2:53]2)=[N:6][C:5]=1[C:7]1[CH:8]=[CH:9][C:10]([S:13]([NH2:16])(=[O:15])=[O:14])=[CH:11][CH:12]=1, predict the reactants needed to synthesize it. The reactants are: [NH2:1][C:2]1[S:3][C:4]([Cl:17])=[C:5]([C:7]2[CH:12]=[CH:11][C:10]([S:13]([NH2:16])(=[O:15])=[O:14])=[CH:9][CH:8]=2)[N:6]=1.N1C=CC=CC=1.[C:24]1([O:30]C(Cl)=O)C=CC=CC=1.CN1CCCC1.[C:40]1([CH:46]([C:58]2[CH:63]=[CH:62][CH:61]=[CH:60][CH:59]=2)[CH2:47][CH2:48][NH:49][CH2:50][CH2:51][CH:52]2[CH2:57][CH2:56][O:55][CH2:54][CH2:53]2)[CH:45]=[CH:44][CH:43]=[CH:42][CH:41]=1. (5) Given the product [Br:29][C:30]1[CH:35]=[CH:34][C:33]([N:12]2[C:13]3[C:18](=[CH:17][CH:16]=[CH:15][CH:14]=3)/[C:10](=[N:9]/[C:5]3[CH:6]=[CH:7][CH:8]=[C:3]([C:2]([F:1])([F:20])[F:21])[CH:4]=3)/[C:11]2=[O:19])=[CH:32][CH:31]=1, predict the reactants needed to synthesize it. The reactants are: [F:1][C:2]([F:21])([F:20])[C:3]1[CH:4]=[C:5](/[N:9]=[C:10]2\[C:11](=[O:19])[NH:12][C:13]3[C:18]\2=[CH:17][CH:16]=[CH:15][CH:14]=3)[CH:6]=[CH:7][CH:8]=1.C(N(CC)CC)C.[Br:29][C:30]1[CH:35]=[CH:34][C:33](B(O)O)=[CH:32][CH:31]=1. (6) Given the product [OH:9][CH:10]([CH:13]([OH:20])[CH:14]([OH:19])[CH:15]([OH:18])[CH2:16][OH:17])[CH2:11][NH-:12].[OH:9][CH:10]([C:11]1[CH:6]=[CH:7][CH:2]=[CH:3][CH:4]=1)[CH2:13][CH2:14][CH:15]1[CH:1]([C:2]2[CH:7]=[CH:6][CH:5]=[CH:4][CH:3]=2)[N:8]([C:5]2[CH:6]=[CH:7][C:2]([CH2:1][NH:8][C:35]([C:34]3[CH:33]=[CH:32][C:31]([O:21][C:22]4[CH:23]=[CH:24][C:25]([C:26]([OH:28])=[O:27])=[CH:29][CH:30]=4)=[CH:39][CH:38]=3)=[O:37])=[CH:3][CH:4]=2)[C:16]1=[O:17], predict the reactants needed to synthesize it. The reactants are: [CH2:1]([NH2:8])[C:2]1[CH:7]=[CH:6][CH:5]=[CH:4][CH:3]=1.[OH:9][CH:10]([CH:13]([OH:20])[CH:14]([OH:19])[CH:15]([OH:18])[CH2:16][OH:17])[CH2:11][NH-:12].[O:21]([C:31]1[CH:39]=[CH:38][C:34]([C:35]([OH:37])=O)=[CH:33][CH:32]=1)[C:22]1[CH:30]=[CH:29][C:25]([C:26]([OH:28])=[O:27])=[CH:24][CH:23]=1. (7) Given the product [C:4]1([CH2:3][CH2:2][O:21][C:15]2[CH:14]=[CH:13][C:12]([CH:10]=[O:11])=[CH:20][C:16]=2[C:17]([O:19][CH2:2][CH2:3][C:4]2[CH:9]=[CH:8][CH:7]=[CH:6][CH:5]=2)=[O:18])[CH:9]=[CH:8][CH:7]=[CH:6][CH:5]=1, predict the reactants needed to synthesize it. The reactants are: Br[CH2:2][CH2:3][C:4]1[CH:9]=[CH:8][CH:7]=[CH:6][CH:5]=1.[CH:10]([C:12]1[CH:20]=[C:16]([C:17]([OH:19])=[O:18])[C:15]([OH:21])=[CH:14][CH:13]=1)=[O:11].C(=O)([O-])[O-].[Cs+].[Cs+]. (8) Given the product [Cl:30][C:17]1[C:18]([C:19]2[CH:24]=[CH:23][CH:22]=[CH:21][CH:20]=2)=[N:26][N:1]=[C:2]2[N:6]([CH2:7][C:8]([OH:10])=[O:9])[N:5]=[C:4]([C:11]3[CH:16]=[CH:15][CH:14]=[CH:13][CH:12]=3)[C:3]=12, predict the reactants needed to synthesize it. The reactants are: [NH2:1][C:2]1[N:6]([CH2:7][C:8]([O-:10])=[O:9])[N:5]=[C:4]([C:11]2[CH:16]=[CH:15][CH:14]=[CH:13][CH:12]=2)[C:3]=1[C:17]#[C:18][C:19]1[CH:24]=[CH:23][CH:22]=[CH:21][CH:20]=1.[Na+].[N:26]([O-])=O.[Na+].[ClH:30]. (9) Given the product [NH2:27][C:16]1[N:17]=[C:18]([N:21]2[CH2:22][CH2:23][N:24]([C:35](=[O:36])[CH2:34][O:33][C:32]3[CH:38]=[CH:39][C:29]([Cl:28])=[CH:30][CH:31]=3)[CH2:25][CH2:26]2)[C:19]2[N:20]=[C:12]([CH2:11][CH2:10][CH2:9][CH2:8][C:5]3[CH:6]=[CH:7][C:2]([F:1])=[CH:3][CH:4]=3)[S:13][C:14]=2[N:15]=1, predict the reactants needed to synthesize it. The reactants are: [F:1][C:2]1[CH:7]=[CH:6][C:5]([CH2:8][CH2:9][CH2:10][CH2:11][C:12]2[S:13][C:14]3[N:15]=[C:16]([NH2:27])[N:17]=[C:18]([N:21]4[CH2:26][CH2:25][NH:24][CH2:23][CH2:22]4)[C:19]=3[N:20]=2)=[CH:4][CH:3]=1.[Cl:28][C:29]1[CH:39]=[CH:38][C:32]([O:33][CH2:34][C:35](O)=[O:36])=[CH:31][CH:30]=1.